From a dataset of NCI-60 drug combinations with 297,098 pairs across 59 cell lines. Regression. Given two drug SMILES strings and cell line genomic features, predict the synergy score measuring deviation from expected non-interaction effect. (1) Drug 1: CC(C1=C(C=CC(=C1Cl)F)Cl)OC2=C(N=CC(=C2)C3=CN(N=C3)C4CCNCC4)N. Cell line: HOP-92. Drug 2: C1=NNC2=C1C(=O)NC=N2. Synergy scores: CSS=6.67, Synergy_ZIP=-2.90, Synergy_Bliss=-3.32, Synergy_Loewe=-6.82, Synergy_HSA=-3.17. (2) Drug 1: CCCS(=O)(=O)NC1=C(C(=C(C=C1)F)C(=O)C2=CNC3=C2C=C(C=N3)C4=CC=C(C=C4)Cl)F. Drug 2: CCCCC(=O)OCC(=O)C1(CC(C2=C(C1)C(=C3C(=C2O)C(=O)C4=C(C3=O)C=CC=C4OC)O)OC5CC(C(C(O5)C)O)NC(=O)C(F)(F)F)O. Cell line: OVCAR3. Synergy scores: CSS=3.15, Synergy_ZIP=5.56, Synergy_Bliss=1.31, Synergy_Loewe=-0.834, Synergy_HSA=-0.517. (3) Drug 1: C1=CC(=CC=C1C#N)C(C2=CC=C(C=C2)C#N)N3C=NC=N3. Drug 2: B(C(CC(C)C)NC(=O)C(CC1=CC=CC=C1)NC(=O)C2=NC=CN=C2)(O)O. Cell line: UO-31. Synergy scores: CSS=35.6, Synergy_ZIP=-0.965, Synergy_Bliss=-2.99, Synergy_Loewe=-31.1, Synergy_HSA=-1.73. (4) Drug 1: CC1C(C(CC(O1)OC2CC(OC(C2O)C)OC3=CC4=CC5=C(C(=O)C(C(C5)C(C(=O)C(C(C)O)O)OC)OC6CC(C(C(O6)C)O)OC7CC(C(C(O7)C)O)OC8CC(C(C(O8)C)O)(C)O)C(=C4C(=C3C)O)O)O)O. Drug 2: CN(CCCl)CCCl.Cl. Cell line: A549. Synergy scores: CSS=58.8, Synergy_ZIP=5.05, Synergy_Bliss=16.5, Synergy_Loewe=-21.7, Synergy_HSA=-0.755.